From a dataset of Buchwald-Hartwig C-N cross coupling reaction yields with 55,370 reactions. Predict the reaction yield, written as a fraction of the theoretical maximum amount of product (1.0 means a 100% yield; for example, 0.34 means a 34% yield). (1) The reactants are CCc1ccc(Br)cc1.Cc1ccc(N)cc1.O=S(=O)(O[Pd]1c2ccccc2-c2ccccc2N~1)C(F)(F)F.COc1ccc(OC)c(P(C(C)(C)C)C(C)(C)C)c1-c1c(C(C)C)cc(C(C)C)cc1C(C)C.CCN=P(N=P(N(C)C)(N(C)C)N(C)C)(N(C)C)N(C)C.c1ccc2nocc2c1. No catalyst specified. The product is CCc1ccc(Nc2ccc(C)cc2)cc1. The yield is 0.157. (2) The reactants are CCc1ccc(I)cc1.Cc1ccc(N)cc1.O=S(=O)(O[Pd]1c2ccccc2-c2ccccc2N~1)C(F)(F)F.COc1ccc(OC)c(P(C(C)(C)C)C(C)(C)C)c1-c1c(C(C)C)cc(C(C)C)cc1C(C)C.CN(C)C(=NC(C)(C)C)N(C)C.Cc1ccon1. No catalyst specified. The product is CCc1ccc(Nc2ccc(C)cc2)cc1. The yield is 0.815. (3) The reactants are Brc1cccnc1.Cc1ccc(N)cc1.O=S(=O)(O[Pd]1c2ccccc2-c2ccccc2N~1)C(F)(F)F.CC(C)c1cc(C(C)C)c(-c2ccccc2P(C(C)(C)C)C(C)(C)C)c(C(C)C)c1.CN1CCCN2CCCN=C12.CCOC(=O)c1cc(OC)no1. No catalyst specified. The product is Cc1ccc(Nc2cccnc2)cc1. The yield is 0.795. (4) The reactants are CCc1ccc(I)cc1.Cc1ccc(N)cc1.O=S(=O)(O[Pd]1c2ccccc2-c2ccccc2N~1)C(F)(F)F.COc1ccc(OC)c(P(C(C)(C)C)C(C)(C)C)c1-c1c(C(C)C)cc(C(C)C)cc1C(C)C.CCN=P(N=P(N(C)C)(N(C)C)N(C)C)(N(C)C)N(C)C.c1ccc2oncc2c1. No catalyst specified. The product is CCc1ccc(Nc2ccc(C)cc2)cc1. The yield is 0.593. (5) The reactants are CCc1ccc(Cl)cc1.Cc1ccc(N)cc1.O=S(=O)(O[Pd]1c2ccccc2-c2ccccc2N~1)C(F)(F)F.COc1ccc(OC)c(P([C@]23C[C@H]4C[C@H](C[C@H](C4)C2)C3)[C@]23C[C@H]4C[C@H](C[C@H](C4)C2)C3)c1-c1c(C(C)C)cc(C(C)C)cc1C(C)C.CN1CCCN2CCCN=C12.CCOC(=O)c1cc(C)no1. No catalyst specified. The product is CCc1ccc(Nc2ccc(C)cc2)cc1. The yield is 0.00545. (6) The reactants are CCc1ccc(Br)cc1.Cc1ccc(N)cc1.O=S(=O)(O[Pd]1c2ccccc2-c2ccccc2N~1)C(F)(F)F.COc1ccc(OC)c(P([C@]23C[C@H]4C[C@H](C[C@H](C4)C2)C3)[C@]23C[C@H]4C[C@H](C[C@H](C4)C2)C3)c1-c1c(C(C)C)cc(C(C)C)cc1C(C)C.CN1CCCN2CCCN=C12.c1ccc2oncc2c1. No catalyst specified. The product is CCc1ccc(Nc2ccc(C)cc2)cc1. The yield is 0.546. (7) The reactants are FC(F)(F)c1ccc(I)cc1.Cc1ccc(N)cc1.O=S(=O)(O[Pd]1c2ccccc2-c2ccccc2N~1)C(F)(F)F.COc1ccc(OC)c(P(C(C)(C)C)C(C)(C)C)c1-c1c(C(C)C)cc(C(C)C)cc1C(C)C.CN(C)C(=NC(C)(C)C)N(C)C.Fc1cccc(F)c1-c1ccno1. No catalyst specified. The product is Cc1ccc(Nc2ccc(C(F)(F)F)cc2)cc1. The yield is 0.336.